Dataset: Catalyst prediction with 721,799 reactions and 888 catalyst types from USPTO. Task: Predict which catalyst facilitates the given reaction. (1) Reactant: [Br:1][C:2]1[CH:3]=[CH:4][C:5]([F:28])=[C:6]([C:8]([NH2:27])([CH3:26])[CH2:9][C:10]2([S:16]CC3C=CC(OC)=CC=3)[CH2:15][CH2:14][O:13][CH2:12][CH2:11]2)[CH:7]=1.C1(OC)C=CC=CC=1. Product: [NH2:27][C:8]([C:6]1[CH:7]=[C:2]([Br:1])[CH:3]=[CH:4][C:5]=1[F:28])([CH3:26])[CH2:9][C:10]1([SH:16])[CH2:15][CH2:14][O:13][CH2:12][CH2:11]1. The catalyst class is: 67. (2) Reactant: [CH:1]1[CH:2]=[CH:3][C:4]2[S:9][N:8]=[C:7]([N:10]3[CH2:15][CH2:14][N:13]([CH2:16][CH2:17][C:18]4[CH:19]=[C:20]5[CH2:28][C:26](=[O:27])[NH:25][C:21]5=[CH:22][C:23]=4[Cl:24])[CH2:12][CH2:11]3)[C:5]=2[CH:6]=1.C(Cl)[Cl:30].CN(C1C=CC=CN=1)C.C[Si](Cl)(C)C. Product: [CH:1]1[CH:2]=[CH:3][C:4]2[S:9][N:8]=[C:7]([N:10]3[CH2:11][CH2:12][N:13]([CH2:16][CH2:17][C:18]4[CH:19]=[C:20]5[CH2:28][C:26](=[O:27])[NH:25][C:21]5=[CH:22][C:23]=4[Cl:24])[CH2:14][CH2:15]3)[C:5]=2[CH:6]=1.[ClH:30]. The catalyst class is: 66. (3) Reactant: [NH2:1][CH:2]1[CH:9]2[CH2:10][C:5]3([OH:12])[CH2:6][CH:7]([CH2:11][CH:3]1[CH2:4]3)[CH2:8]2.C1N=CN([C:18]([N:20]2[CH:24]=N[CH:22]=[CH:21]2)=[O:19])C=1.CCN(C(C)C)C(C)C.[Br:34][C:35]1[CH:36]=[CH:37][CH:38]=[C:39]2[C:48]=1[C:42]1(CCNC[CH2:43]1)[CH2:41][CH:40]2[CH2:49][C:50]([O:52][CH2:53][CH3:54])=[O:51]. Product: [Br:34][C:35]1[CH:36]=[CH:37][CH:38]=[C:39]2[C:48]=1[C:42]1([CH2:22][CH2:21][N:20]([C:18](=[O:19])[NH:1][CH:2]3[CH:9]4[CH2:10][C:5]5([OH:12])[CH2:6][CH:7]([CH2:11][CH:3]3[CH2:4]5)[CH2:8]4)[CH2:24][CH2:43]1)[CH2:41][CH:40]2[CH2:49][C:50]([O:52][CH2:53][CH3:54])=[O:51]. The catalyst class is: 2.